From a dataset of Forward reaction prediction with 1.9M reactions from USPTO patents (1976-2016). Predict the product of the given reaction. (1) Given the reactants [CH2:1]([N:5]([S:15]([C:18]1[CH:23]=[CH:22][C:21]([N+:24]([O-:26])=[O:25])=[CH:20][CH:19]=1)(=[O:17])=[O:16])[C@H:6]([C:12]([OH:14])=[O:13])[CH2:7][CH2:8][CH2:9][CH2:10][NH2:11])[CH:2]([CH3:4])[CH3:3].[N+:27]([C:30]1[CH:35]=[CH:34][C:33]([S:36](Cl)(=[O:38])=[O:37])=[CH:32][CH:31]=1)([O-:29])=[O:28], predict the reaction product. The product is: [CH2:1]([N:5]([S:15]([C:18]1[CH:23]=[CH:22][C:21]([N+:24]([O-:26])=[O:25])=[CH:20][CH:19]=1)(=[O:17])=[O:16])[C@H:6]([C:12]([OH:14])=[O:13])[CH2:7][CH2:8][CH2:9][CH2:10][NH:11][S:36]([C:33]1[CH:32]=[CH:31][C:30]([N+:27]([O-:29])=[O:28])=[CH:35][CH:34]=1)(=[O:37])=[O:38])[CH:2]([CH3:4])[CH3:3]. (2) Given the reactants C(OC(=O)[NH:7][C:8]1[CH:13]=[C:12]([O:14][CH2:15][C:16]([F:19])([F:18])[F:17])[CH:11]=[CH:10][C:9]=1[NH:20][C:21](=[O:37])[CH2:22][C:23](=O)[C:24]1[CH:29]=[CH:28][CH:27]=[C:26]([C:30]2[CH:35]=[CH:34][CH:33]=[CH:32][N:31]=2)[CH:25]=1)(C)(C)C.C(O)(C(F)(F)F)=O, predict the reaction product. The product is: [N:31]1[CH:32]=[CH:33][CH:34]=[CH:35][C:30]=1[C:26]1[CH:25]=[C:24]([C:23]2[CH2:22][C:21](=[O:37])[NH:20][C:9]3[CH:10]=[CH:11][C:12]([O:14][CH2:15][C:16]([F:19])([F:18])[F:17])=[CH:13][C:8]=3[N:7]=2)[CH:29]=[CH:28][CH:27]=1. (3) Given the reactants [Li][CH2:2][CH2:3][CH2:4][CH3:5].CC1C=CC(S(O[CH2:17][CH:18]2[CH2:23][CH2:22][CH2:21][N:20]([C:24]([O:26][C:27]([CH3:30])([CH3:29])[CH3:28])=[O:25])[CH2:19]2)(=O)=O)=CC=1.[NH4+].[Cl-].[NH4+].[OH-], predict the reaction product. The product is: [CH2:17]([CH:18]1[CH2:23][CH2:22][CH2:21][N:20]([C:24]([O:26][C:27]([CH3:28])([CH3:29])[CH3:30])=[O:25])[CH2:19]1)[CH2:2][CH2:3][CH2:4][CH3:5]. (4) Given the reactants [CH3:1][C:2]1[CH:7]=[CH:6][CH:5]=[CH:4][C:3]=1[N:8]1[CH:12]=[CH:11][C:10]([NH2:13])=[N:9]1.F[P-](F)(F)(F)(F)F.N1(OC(N(C)C)=[N+](C)C)C2N=CC=CC=2N=N1.C(N(C(C)C)CC)(C)C.[Br:47][C:48]1[CH:56]=[CH:55][CH:54]=[CH:53][C:49]=1[C:50](O)=[O:51], predict the reaction product. The product is: [Br:47][C:48]1[CH:56]=[CH:55][CH:54]=[CH:53][C:49]=1[C:50]([NH:13][C:10]1[CH:11]=[CH:12][N:8]([C:3]2[CH:4]=[CH:5][CH:6]=[CH:7][C:2]=2[CH3:1])[N:9]=1)=[O:51].